The task is: Predict the reactants needed to synthesize the given product.. This data is from Full USPTO retrosynthesis dataset with 1.9M reactions from patents (1976-2016). Given the product [CH:1]([S:4]([C:5]1[CH:10]=[CH:9][CH:8]=[CH:7][C:6]=1[C@H:11]1[C@@H:15]([C:16]([O:18][CH3:19])=[O:17])[CH2:14][CH2:13][N:12]1[C:20]([O:22][C:23]([CH3:24])([CH3:26])[CH3:25])=[O:21])(=[O:27])=[O:33])([CH3:3])[CH3:2], predict the reactants needed to synthesize it. The reactants are: [CH:1]([S:4][C:5]1[CH:10]=[CH:9][CH:8]=[CH:7][C:6]=1[C@H:11]1[C@@H:15]([C:16]([O:18][CH3:19])=[O:17])[CH2:14][CH2:13][N:12]1[C:20]([O:22][C:23]([CH3:26])([CH3:25])[CH3:24])=[O:21])([CH3:3])[CH3:2].[OH:27]OS([O-])=O.[K+].[OH2:33].